Dataset: Catalyst prediction with 721,799 reactions and 888 catalyst types from USPTO. Task: Predict which catalyst facilitates the given reaction. Reactant: [CH3:1][N:2]1[CH:6]=[CH:5][C:4]([C:7]2[CH:12]=[CH:11][C:10]([N+:13]([O-])=O)=[C:9]([O:16][CH:17]([CH3:19])[CH3:18])[CH:8]=2)=[N:3]1.C([O-])=O.[NH4+]. Product: [CH3:1][N:2]1[CH:6]=[CH:5][C:4]([C:7]2[CH:12]=[CH:11][C:10]([NH2:13])=[C:9]([O:16][CH:17]([CH3:19])[CH3:18])[CH:8]=2)=[N:3]1. The catalyst class is: 43.